From a dataset of Full USPTO retrosynthesis dataset with 1.9M reactions from patents (1976-2016). Predict the reactants needed to synthesize the given product. Given the product [CH3:86][O:85][C:81]1[CH:80]=[C:79]([NH:78][C:67]2[C:66]3[C:71](=[C:72]([CH3:74])[CH:73]=[C:64]([S:61]([C:57]4[CH:58]=[CH:59][CH:60]=[C:55]([C:53](=[O:54])[N:52]([CH3:87])[CH2:51][CH2:50][CH2:49][CH2:48][CH2:47][CH:46]=[O:45])[CH:56]=4)(=[O:63])=[O:62])[CH:65]=3)[N:70]=[CH:69][C:68]=2[C:75]([NH2:77])=[O:76])[CH:84]=[CH:83][CH:82]=1, predict the reactants needed to synthesize it. The reactants are: COC1C=C(NC2C3C(=C(C)C=C(S(C4C=CC=C(C(=O)NCCCCCCCC=O)C=4)(=O)=O)C=3)N=CC=2C(N)=O)C=CC=1.[OH:45][CH2:46][CH2:47][CH2:48][CH2:49][CH2:50][CH2:51][N:52]([CH3:87])[C:53]([C:55]1[CH:56]=[C:57]([S:61]([C:64]2[CH:65]=[C:66]3[C:71](=[C:72]([CH3:74])[CH:73]=2)[N:70]=[CH:69][C:68]([C:75]([NH2:77])=[O:76])=[C:67]3[NH:78][C:79]2[CH:84]=[CH:83][CH:82]=[C:81]([O:85][CH3:86])[CH:80]=2)(=[O:63])=[O:62])[CH:58]=[CH:59][CH:60]=1)=[O:54].